From a dataset of Forward reaction prediction with 1.9M reactions from USPTO patents (1976-2016). Predict the product of the given reaction. (1) Given the reactants [F:1][C:2]1[CH:3]=[C:4]2[C:8](=[CH:9][CH:10]=1)[NH:7]C(=O)[C:5]2=[O:12].[OH:13]O.Cl, predict the reaction product. The product is: [NH2:7][C:8]1[CH:9]=[CH:10][C:2]([F:1])=[CH:3][C:4]=1[C:5]([OH:12])=[O:13]. (2) The product is: [CH3:34][NH:35][C:26]([C:23]1([CH2:22][CH2:21][CH2:20][CH2:19][CH2:18][CH2:17][CH2:16][CH2:15][CH2:14][CH2:13][CH2:12][CH2:11][C:8]2([C:6]([NH:5][S:2]([CH3:1])(=[O:4])=[O:3])=[O:7])[CH2:10][CH2:9]2)[CH2:25][CH2:24]1)=[O:28]. Given the reactants [CH3:1][S:2]([NH:5][C:6]([C:8]1([CH2:11][CH2:12][CH2:13][CH2:14][CH2:15][CH2:16][CH2:17][CH2:18][CH2:19][CH2:20][CH2:21][CH2:22][C:23]2([C:26]([OH:28])=O)[CH2:25][CH2:24]2)[CH2:10][CH2:9]1)=[O:7])(=[O:4])=[O:3].C(Cl)CCl.Cl.[CH3:34][NH2:35], predict the reaction product.